Dataset: Peptide-MHC class I binding affinity with 185,985 pairs from IEDB/IMGT. Task: Regression. Given a peptide amino acid sequence and an MHC pseudo amino acid sequence, predict their binding affinity value. This is MHC class I binding data. (1) The peptide sequence is RFYITTRYK. The MHC is HLA-A68:01 with pseudo-sequence HLA-A68:01. The binding affinity (normalized) is 0.149. (2) The peptide sequence is LEGAGELI. The MHC is Mamu-A11 with pseudo-sequence Mamu-A11. The binding affinity (normalized) is 0.719. (3) The peptide sequence is YVFPVIFSR. The MHC is HLA-B58:01 with pseudo-sequence HLA-B58:01. The binding affinity (normalized) is 0. (4) The peptide sequence is VELGSGNSF. The MHC is HLA-A26:03 with pseudo-sequence HLA-A26:03. The binding affinity (normalized) is 0.0847. (5) The peptide sequence is LFFPFGLFK. The MHC is HLA-B15:42 with pseudo-sequence HLA-B15:42. The binding affinity (normalized) is 0.213. (6) The peptide sequence is MQIRGFVYFV. The MHC is HLA-A24:02 with pseudo-sequence HLA-A24:02. The binding affinity (normalized) is 0. (7) The MHC is HLA-B27:05 with pseudo-sequence HLA-B27:05. The binding affinity (normalized) is 0.823. The peptide sequence is GRLKFSLSY.